Dataset: Peptide-MHC class I binding affinity with 185,985 pairs from IEDB/IMGT. Task: Regression. Given a peptide amino acid sequence and an MHC pseudo amino acid sequence, predict their binding affinity value. This is MHC class I binding data. (1) The peptide sequence is DPIFLLHHA. The binding affinity (normalized) is 0.343. The MHC is HLA-B51:01 with pseudo-sequence HLA-B51:01. (2) The peptide sequence is FINKLNGAM. The MHC is HLA-B15:01 with pseudo-sequence HLA-B15:01. The binding affinity (normalized) is 0.478.